Dataset: Full USPTO retrosynthesis dataset with 1.9M reactions from patents (1976-2016). Task: Predict the reactants needed to synthesize the given product. (1) Given the product [NH2:60][C:56]1[CH:57]=[C:23]([CH:24]=[CH:54][CH:55]=1)[NH:22][C:20]([C@H:19]([NH:18][C:16]([N:13]1[C:14](=[O:15])[CH:8]([CH2:7][C:6]2[CH:34]=[C:2]([Cl:1])[CH:3]=[CH:4][C:5]=2[O:35][CH3:36])[CH2:9][NH:10][C:11](=[O:33])[CH2:12]1)=[O:17])[CH2:31][CH3:32])=[O:21], predict the reactants needed to synthesize it. The reactants are: [Cl:1][C:2]1[CH:3]=[CH:4][C:5]([O:35][CH3:36])=[C:6]([CH:34]=1)[CH2:7][CH:8]1[C:14](=[O:15])[N:13]([C:16]([NH:18][CH:19]([CH2:31][CH3:32])[C:20]([NH:22][CH2:23][C:24](OC(C)(C)C)=O)=[O:21])=[O:17])[CH2:12][C:11](=[O:33])[NH:10][CH2:9]1.Cl.C(OC(=O)CN)(C)(C)C.C(OC([C:54]1(N)C=C[CH:57]=[C:56]([NH2:60])[CH2:55]1)=O)(C)(C)C. (2) Given the product [ClH:35].[CH3:34][N:2]([CH3:1])[C:3]1([C:28]2[CH:29]=[CH:30][CH:31]=[CH:32][CH:33]=2)[CH2:8][CH2:7][CH:6]([CH2:9][C:10]([NH:12][CH2:13][CH2:14][CH2:15][CH2:16][CH2:17][CH2:18][C:19]2[C:27]3[C:22](=[CH:23][CH:24]=[CH:25][CH:26]=3)[NH:21][CH:20]=2)=[O:11])[CH2:5][CH2:4]1, predict the reactants needed to synthesize it. The reactants are: [CH3:1][N:2]([CH3:34])[C:3]1([C:28]2[CH:33]=[CH:32][CH:31]=[CH:30][CH:29]=2)[CH2:8][CH2:7][CH:6]([CH2:9][C:10]([NH:12][CH2:13][CH2:14][CH2:15][CH2:16][CH2:17][CH2:18][C:19]2[C:27]3[C:22](=[CH:23][CH:24]=[CH:25][CH:26]=3)[NH:21][CH:20]=2)=[O:11])[CH2:5][CH2:4]1.[ClH:35].